From a dataset of Reaction yield outcomes from USPTO patents with 853,638 reactions. Predict the reaction yield, written as a fraction of the theoretical maximum amount of product (1.0 means a 100% yield; for example, 0.34 means a 34% yield). The reactants are Cl[C:2]1[C:30]([Cl:31])=[CH:29][CH:28]=[CH:27][C:3]=1[CH2:4][N:5]1[C:9]2[CH:10]=[C:11]([N:18]3[CH2:23][CH2:22][O:21][CH2:20][CH2:19]3)[CH:12]=[C:13]([C:14]([O:16]C)=[O:15])[C:8]=2[N:7]=[C:6]1[CH:24]([F:26])[F:25].[Li+].[OH-].[CH2:34]1COCC1. No catalyst specified. The product is [Cl:31][C:30]1[C:2]([CH3:34])=[C:3]([CH2:4][N:5]2[C:9]3[CH:10]=[C:11]([N:18]4[CH2:23][CH2:22][O:21][CH2:20][CH2:19]4)[CH:12]=[C:13]([C:14]([OH:16])=[O:15])[C:8]=3[N:7]=[C:6]2[CH:24]([F:26])[F:25])[CH:27]=[CH:28][CH:29]=1. The yield is 0.800.